From a dataset of Full USPTO retrosynthesis dataset with 1.9M reactions from patents (1976-2016). Predict the reactants needed to synthesize the given product. Given the product [CH3:1][O:2][C:3]1[CH:4]=[C:5]([CH:10]=[CH:11][C:12]([NH:14][CH:15]([C:27]([OH:29])=[O:28])[CH2:16][C:17]2[C:25]3[C:20](=[CH:21][CH:22]=[C:23]([OH:26])[CH:24]=3)[NH:19][CH:18]=2)=[O:13])[CH:6]=[CH:7][C:8]=1[OH:9], predict the reactants needed to synthesize it. The reactants are: [CH3:1][O:2][C:3]1[CH:4]=[C:5]([CH:10]=[CH:11][C:12]([NH:14][CH:15]([C:27]([O:29]C)=[O:28])[CH2:16][C:17]2[C:25]3[C:20](=[CH:21][CH:22]=[C:23]([OH:26])[CH:24]=3)[NH:19][CH:18]=2)=[O:13])[CH:6]=[CH:7][C:8]=1[OH:9].Cl.COC(=O)[C@H](CC1C2C(=CC=C(O)C=2)NC=1)N.